Dataset: NCI-60 drug combinations with 297,098 pairs across 59 cell lines. Task: Regression. Given two drug SMILES strings and cell line genomic features, predict the synergy score measuring deviation from expected non-interaction effect. (1) Drug 1: COC1=C(C=C2C(=C1)N=CN=C2NC3=CC(=C(C=C3)F)Cl)OCCCN4CCOCC4. Drug 2: CC1=C(C(=O)C2=C(C1=O)N3CC4C(C3(C2COC(=O)N)OC)N4)N. Cell line: SF-539. Synergy scores: CSS=23.9, Synergy_ZIP=-11.9, Synergy_Bliss=-5.31, Synergy_Loewe=-5.66, Synergy_HSA=-3.72. (2) Drug 1: CCC1(C2=C(COC1=O)C(=O)N3CC4=CC5=C(C=CC(=C5CN(C)C)O)N=C4C3=C2)O.Cl. Drug 2: B(C(CC(C)C)NC(=O)C(CC1=CC=CC=C1)NC(=O)C2=NC=CN=C2)(O)O. Cell line: CAKI-1. Synergy scores: CSS=47.1, Synergy_ZIP=1.01, Synergy_Bliss=2.78, Synergy_Loewe=-4.56, Synergy_HSA=3.72.